Predict the reactants needed to synthesize the given product. From a dataset of Full USPTO retrosynthesis dataset with 1.9M reactions from patents (1976-2016). (1) Given the product [CH3:15][O:14][C:4]1[CH:3]=[C:2](/[CH:49]=[CH:48]/[C:47]#[N:50])[CH:7]=[N:6][C:5]=1[N:8]1[CH:12]=[C:11]([CH3:13])[N:10]=[CH:9]1, predict the reactants needed to synthesize it. The reactants are: Br[C:2]1[CH:3]=[C:4]([O:14][CH3:15])[C:5]([N:8]2[CH:12]=[C:11]([CH3:13])[N:10]=[CH:9]2)=[N:6][CH:7]=1.C1(C)C=CC=CC=1P(C1C=CC=CC=1C)C1C=CC=CC=1C.C(N(CC)C(C)C)(C)C.[C:47](#[N:50])[CH:48]=[CH2:49]. (2) Given the product [CH:1]1([NH:4][C:5]([NH:7][C:8]2[CH:13]=[CH:12][C:11]([C:14]3[C:15]4[CH2:29][N:28]([CH3:32])[CH2:27][C:16]=4[N:17]=[C:18]([N:20]4[CH2:25][CH2:24][O:23][CH2:22][C@@H:21]4[CH3:26])[N:19]=3)=[CH:10][CH:9]=2)=[O:6])[CH2:3][CH2:2]1, predict the reactants needed to synthesize it. The reactants are: [CH:1]1([NH:4][C:5]([NH:7][C:8]2[CH:13]=[CH:12][C:11]([C:14]3[C:15]4[CH2:29][NH:28][CH2:27][C:16]=4[N:17]=[C:18]([N:20]4[CH2:25][CH2:24][O:23][CH2:22][C@@H:21]4[CH3:26])[N:19]=3)=[CH:10][CH:9]=2)=[O:6])[CH2:3][CH2:2]1.C=O.[CH3:32]CN(CC)CC. (3) Given the product [C:1]([C:5]1[CH:9]=[C:8]([NH:10][C:19](=[O:20])[O:21][C:22]2[CH:27]=[CH:26][CH:25]=[CH:24][CH:23]=2)[N:7]([C:11]2[CH:16]=[CH:15][CH:14]=[CH:13][C:12]=2[Cl:17])[N:6]=1)([CH3:4])([CH3:2])[CH3:3], predict the reactants needed to synthesize it. The reactants are: [C:1]([C:5]1[CH:9]=[C:8]([NH2:10])[N:7]([C:11]2[CH:16]=[CH:15][CH:14]=[CH:13][C:12]=2[Cl:17])[N:6]=1)([CH3:4])([CH3:3])[CH3:2].Cl[C:19]([O:21][C:22]1[CH:27]=[CH:26][CH:25]=[CH:24][CH:23]=1)=[O:20]. (4) Given the product [NH2:13][C:12]1[N:11]=[CH:10][N:9]=[C:8]2[N:4]([CH2:3][CH2:2][NH:1][C:30](=[O:31])[CH2:29][C:27]#[N:28])[N:5]=[C:6]([C:14]3[CH:19]=[CH:18][C:17]([O:20][C:21]4[CH:26]=[CH:25][CH:24]=[CH:23][CH:22]=4)=[CH:16][CH:15]=3)[C:7]=12, predict the reactants needed to synthesize it. The reactants are: [NH2:1][CH2:2][CH2:3][N:4]1[C:8]2=[N:9][CH:10]=[N:11][C:12]([NH2:13])=[C:7]2[C:6]([C:14]2[CH:19]=[CH:18][C:17]([O:20][C:21]3[CH:26]=[CH:25][CH:24]=[CH:23][CH:22]=3)=[CH:16][CH:15]=2)=[N:5]1.[C:27]([CH2:29][C:30](O)=[O:31])#[N:28].CN(C(ON1N=NC2C=CC=NC1=2)=[N+](C)C)C.F[P-](F)(F)(F)(F)F.O. (5) Given the product [O:11]([C:9]1[CH:8]=[CH:7][N:6]=[C:5]([N:4]2[CH2:21][CH2:20][NH:1][C:2](=[O:14])[CH2:3]2)[CH:10]=1)[CH3:12], predict the reactants needed to synthesize it. The reactants are: [NH2:1][CH2:2][CH2:3][NH:4][C:5]1[CH:10]=[C:9]([O:11][CH3:12])[CH:8]=[CH:7][N:6]=1.C([O-])([O-])=[O:14].[K+].[K+].Cl[CH2:20][C:21](Cl)=O. (6) Given the product [CH3:1][O:2][CH2:3][C:4]1[N:8]2[C:9]([C:17]([F:20])([F:18])[F:19])=[CH:10][CH:11]=[C:12]([C:13]([OH:15])=[O:14])[C:7]2=[N:6][N:5]=1, predict the reactants needed to synthesize it. The reactants are: [CH3:1][O:2][CH2:3][C:4]1[N:8]2[C:9]([C:17]([F:20])([F:19])[F:18])=[CH:10][CH:11]=[C:12]([C:13]([O:15]C)=[O:14])[C:7]2=[N:6][N:5]=1.[OH-].[Na+].Cl. (7) The reactants are: [C:1]([C:5]1[CH:10]=[CH:9][C:8]([C:11]2[N:12]([C:30](Cl)=[O:31])[C@H:13]([C:23]3[CH:28]=[CH:27][C:26]([Cl:29])=[CH:25][CH:24]=3)[C@H:14]([C:16]3[CH:21]=[CH:20][C:19]([Cl:22])=[CH:18][CH:17]=3)[N:15]=2)=[C:7]([O:33][CH2:34][CH3:35])[CH:6]=1)([CH3:4])([CH3:3])[CH3:2].[N:36]1([CH2:42][C:43]([NH2:45])=[O:44])[CH2:41][CH2:40][NH:39][CH2:38][CH2:37]1. Given the product [ClH:22].[C:1]([C:5]1[CH:10]=[CH:9][C:8]([C:11]2[N:12]([C:30]([N:39]3[CH2:40][CH2:41][N:36]([CH2:42][C:43]([NH2:45])=[O:44])[CH2:37][CH2:38]3)=[O:31])[C@H:13]([C:23]3[CH:24]=[CH:25][C:26]([Cl:29])=[CH:27][CH:28]=3)[C@H:14]([C:16]3[CH:21]=[CH:20][C:19]([Cl:22])=[CH:18][CH:17]=3)[N:15]=2)=[C:7]([O:33][CH2:34][CH3:35])[CH:6]=1)([CH3:2])([CH3:4])[CH3:3], predict the reactants needed to synthesize it. (8) Given the product [CH2:16]([O:9][C:3]1[C:4]([F:8])=[CH:5][CH:6]=[CH:7][C:2]=1[Cl:1])[C:17]1[CH:19]=[CH:4][CH:3]=[CH:2][CH:7]=1, predict the reactants needed to synthesize it. The reactants are: [Cl:1][C:2]1[CH:7]=[CH:6][CH:5]=[C:4]([F:8])[C:3]=1[OH:9].C([O-])([O-])=O.[K+].[K+].[CH3:16][C:17]([CH3:19])=O.